This data is from Reaction yield outcomes from USPTO patents with 853,638 reactions. The task is: Predict the reaction yield, written as a fraction of the theoretical maximum amount of product (1.0 means a 100% yield; for example, 0.34 means a 34% yield). The reactants are [O:1]1[CH:5]=[CH:4][C:3]([CH:6]2[CH2:9][CH:8]([OH:10])[CH2:7]2)=[N:2]1.CC(OI1(OC(C)=O)(OC(C)=O)OC(=O)C2C=CC=CC1=2)=O.C([O-])(O)=O.[Na+]. The catalyst is C(Cl)Cl.[Cl-].[Na+].O. The product is [O:1]1[CH:5]=[CH:4][C:3]([CH:6]2[CH2:9][C:8](=[O:10])[CH2:7]2)=[N:2]1. The yield is 0.830.